This data is from Catalyst prediction with 721,799 reactions and 888 catalyst types from USPTO. The task is: Predict which catalyst facilitates the given reaction. (1) Reactant: [CH:1]1([NH:4][C:5]2[CH:11]=[CH:10][C:9]([C:12]3[O:13][C:14]4[CH:20]=[CH:19][CH:18]=[CH:17][C:15]=4[N:16]=3)=[CH:8][C:6]=2[NH2:7])[CH2:3][CH2:2]1.CO[C:23](OC)(OC)[CH3:24]. Product: [O:13]1[C:14]2[CH:20]=[CH:19][CH:18]=[CH:17][C:15]=2[N:16]=[C:12]1[C:9]1[CH:10]=[CH:11][C:5]2[N:4]([CH:1]3[CH2:2][CH2:3]3)[C:23]([CH3:24])=[N:7][C:6]=2[CH:8]=1. The catalyst class is: 5. (2) Reactant: [Br:1][C:2]1[CH:3]=[C:4]([CH:12]=[CH:13][CH:14]=1)[O:5][CH2:6][C@H:7]([OH:11])[CH2:8][NH:9][CH3:10].C(N(CC)CC)C.[CH3:34][C:33]([O:32][C:30](O[C:30]([O:32][C:33]([CH3:36])([CH3:35])[CH3:34])=[O:31])=[O:31])([CH3:36])[CH3:35]. Product: [Br:1][C:2]1[CH:3]=[C:4]([CH:12]=[CH:13][CH:14]=1)[O:5][CH2:6][C@H:7]([OH:11])[CH2:8][N:9]([CH3:10])[C:30](=[O:31])[O:32][C:33]([CH3:34])([CH3:35])[CH3:36]. The catalyst class is: 2. (3) Reactant: [Br:1][C:2]1[CH:3]=[C:4]2[C:8](=[CH:9][CH:10]=1)[NH:7][CH:6]=[CH:5]2.[H-].[Na+].I[CH2:14][CH:15]([CH3:17])[CH3:16].O. Product: [Br:1][C:2]1[CH:3]=[C:4]2[C:8](=[CH:9][CH:10]=1)[N:7]([CH2:14][CH:15]([CH3:17])[CH3:16])[CH:6]=[CH:5]2. The catalyst class is: 31. (4) Reactant: [CH2:1]([S:3]([C:6]1[CH:27]=[CH:26][C:9]([CH2:10][NH:11][C:12]([C:14]2[CH:15]=[C:16]3[CH2:22][NH:21][C@@H:20]([CH:23]([CH3:25])[CH3:24])[C:17]3=[N:18][CH:19]=2)=[O:13])=[CH:8][CH:7]=1)(=[O:5])=[O:4])[CH3:2].Cl[C:29]([O:31][CH2:32][C:33]1[CH:38]=[CH:37][CH:36]=[CH:35][CH:34]=1)=[O:30].C(N(CC)CC)C. Product: [CH2:1]([S:3]([C:6]1[CH:7]=[CH:8][C:9]([CH2:10][NH:11][C:12]([C:14]2[CH:15]=[C:16]3[CH2:22][N:21]([C:29]([O:31][CH2:32][C:33]4[CH:38]=[CH:37][CH:36]=[CH:35][CH:34]=4)=[O:30])[C@@H:20]([CH:23]([CH3:24])[CH3:25])[C:17]3=[N:18][CH:19]=2)=[O:13])=[CH:26][CH:27]=1)(=[O:5])=[O:4])[CH3:2]. The catalyst class is: 172. (5) Reactant: [F:1][C:2]1[CH:7]=[CH:6][C:5]([C:8]2([C:18]([NH2:20])=O)[C:12]3[CH:13]=[CH:14][CH:15]=[CH:16][C:11]=3[C:10](=[O:17])[O:9]2)=[CH:4][CH:3]=1.[CH3:21][C:22]([NH2:26])([CH3:25])[CH2:23]N.C1(C)C=CC=CC=1. Product: [F:1][C:2]1[CH:3]=[CH:4][C:5]([C:8]2([OH:9])[C:12]3[CH:13]=[CH:14][CH:15]=[CH:16][C:11]=3[C:10](=[O:17])[N:20]3[CH2:21][C:22]([CH3:25])([CH3:23])[N:26]=[C:18]23)=[CH:6][CH:7]=1. The catalyst class is: 6. (6) Reactant: [NH2:1][C:2]1[CH:7]=[C:6]([OH:8])[CH:5]=[CH:4][N:3]=1.C1CCN2C(=NCCC2)CC1.F[C:21]1[CH:26]=[CH:25][C:24]([N+:27]([O-:29])=[O:28])=[CH:23][C:22]=1[O:30][CH3:31].O. Product: [CH3:31][O:30][C:22]1[CH:23]=[C:24]([N+:27]([O-:29])=[O:28])[CH:25]=[CH:26][C:21]=1[O:8][C:6]1[CH:5]=[CH:4][N:3]=[C:2]([NH2:1])[CH:7]=1. The catalyst class is: 705. (7) Reactant: Cl.[CH3:2][O:3][C:4]1[CH:5]=[C:6]2[C:11](=[CH:12][CH:13]=1)[CH2:10][NH:9][CH2:8][CH:7]2[C:14]([O:16][CH3:17])=[O:15].C(N(CC)CC)C.[C:25](O[C:25]([O:27][C:28]([CH3:31])([CH3:30])[CH3:29])=[O:26])([O:27][C:28]([CH3:31])([CH3:30])[CH3:29])=[O:26].O. Product: [CH3:2][O:3][C:4]1[CH:5]=[C:6]2[C:11](=[CH:12][CH:13]=1)[CH2:10][N:9]([C:25]([O:27][C:28]([CH3:31])([CH3:30])[CH3:29])=[O:26])[CH2:8][CH:7]2[C:14]([O:16][CH3:17])=[O:15]. The catalyst class is: 4.